From a dataset of Full USPTO retrosynthesis dataset with 1.9M reactions from patents (1976-2016). Predict the reactants needed to synthesize the given product. (1) Given the product [Si:13]([O:30][CH2:31][CH2:32][O:33][CH2:34][C@H:35]([O:40][C:41]1[N:46]=[CH:45][N:44]=[C:43]2[N:47]([C:50]3[CH:55]=[CH:54][CH:53]=[C:52]([Cl:56])[C:51]=3[Cl:57])[N:48]=[CH:49][C:42]=12)[C:36]([NH:12][C:9]1[CH:8]=[CH:7][C:6]([Cl:5])=[CH:11][N:10]=1)=[O:37])([C:26]([CH3:27])([CH3:28])[CH3:29])([C:20]1[CH:21]=[CH:22][CH:23]=[CH:24][CH:25]=1)[C:14]1[CH:19]=[CH:18][CH:17]=[CH:16][CH:15]=1, predict the reactants needed to synthesize it. The reactants are: C[Al](C)C.[Cl:5][C:6]1[CH:7]=[CH:8][C:9]([NH2:12])=[N:10][CH:11]=1.[Si:13]([O:30][CH2:31][CH2:32][O:33][CH2:34][C@H:35]([O:40][C:41]1[N:46]=[CH:45][N:44]=[C:43]2[N:47]([C:50]3[CH:55]=[CH:54][CH:53]=[C:52]([Cl:56])[C:51]=3[Cl:57])[N:48]=[CH:49][C:42]=12)[C:36](OC)=[O:37])([C:26]([CH3:29])([CH3:28])[CH3:27])([C:20]1[CH:25]=[CH:24][CH:23]=[CH:22][CH:21]=1)[C:14]1[CH:19]=[CH:18][CH:17]=[CH:16][CH:15]=1. (2) Given the product [F:27][C:28]1[CH:36]=[CH:35][C:34]2[C:33](=[CH2:2])[CH2:32][CH2:31][C:30]=2[C:29]=1[C:38]#[N:39], predict the reactants needed to synthesize it. The reactants are: [Br-].[CH3:2]P(C1C=CC=CC=1)(C1C=CC=CC=1)C1C=CC=CC=1.C([Li])CCC.[F:27][C:28]1[CH:36]=[CH:35][C:34]2[C:33](=O)[CH2:32][CH2:31][C:30]=2[C:29]=1[C:38]#[N:39].[NH4+].[Cl-]. (3) The reactants are: [CH2:1]([O:7][CH:8]([O:21][CH2:22][CH2:23][CH2:24][CH2:25][CH2:26][CH2:27][CH2:28][CH2:29]/[CH:30]=[CH:31]\[CH2:32]/[CH:33]=[CH:34]\[CH2:35][CH2:36][CH2:37][CH2:38][CH3:39])[CH2:9][N:10]1C(=O)C2C(=CC=CC=2)C1=O)[CH2:2][CH2:3][CH2:4][CH2:5][CH3:6].CNN. Given the product [CH2:1]([O:7][CH:8]([O:21][CH2:22][CH2:23][CH2:24][CH2:25][CH2:26][CH2:27][CH2:28][CH2:29]/[CH:30]=[CH:31]\[CH2:32]/[CH:33]=[CH:34]\[CH2:35][CH2:36][CH2:37][CH2:38][CH3:39])[CH2:9][NH2:10])[CH2:2][CH2:3][CH2:4][CH2:5][CH3:6], predict the reactants needed to synthesize it. (4) Given the product [CH3:28][N:29]1[CH2:34][CH2:33][N:32]([C:15]2[N:14]=[C:13]([S:18][CH2:19][CH2:20][CH2:21][C:22]3[CH:27]=[CH:26][CH:25]=[CH:24][CH:23]=3)[N:12]=[C:11]([NH:3][CH:7]3[CH2:8][CH2:27][C:22]4[CH:23]=[C:38]([OH:39])[CH:19]=[CH:20][C:21]=4[CH2:9]3)[N:16]=2)[CH2:31][CH2:30]1, predict the reactants needed to synthesize it. The reactants are: CC[N:3]([CH:7]([CH3:9])[CH3:8])C(C)C.Cl[C:11]1[N:16]=[C:15](Cl)[N:14]=[C:13]([S:18][CH2:19][CH2:20][CH2:21][C:22]2[CH:27]=[CH:26][CH:25]=[CH:24][CH:23]=2)[N:12]=1.[CH3:28][N:29]1[CH2:34][CH2:33][NH:32][CH2:31][CH2:30]1.CN([CH:38]=[O:39])C.